From a dataset of Forward reaction prediction with 1.9M reactions from USPTO patents (1976-2016). Predict the product of the given reaction. (1) Given the reactants Cl.[NH2:2][C:3](SC1C=CC(Cl)=CC=1)=[CH:4][C:5]([C:7]1[CH:12]=[CH:11][C:10]([F:13])=[CH:9][C:8]=1[F:14])=[O:6].[NH2:23][C:24]1[C:29]([F:30])=[CH:28][C:27]([CH2:31][CH2:32][OH:33])=[CH:26][C:25]=1[F:34].[C:35](O)(=[O:37])[CH3:36], predict the reaction product. The product is: [C:35]([O:33][CH2:32][CH2:31][C:27]1[CH:26]=[C:25]([F:34])[C:24]([NH:23][C:3]([NH2:2])=[CH:4][C:5]([C:7]2[CH:12]=[CH:11][C:10]([F:13])=[CH:9][C:8]=2[F:14])=[O:6])=[C:29]([F:30])[CH:28]=1)(=[O:37])[CH3:36]. (2) Given the reactants [CH2:1]([N:8]1[CH:13]2[CH2:14][CH2:15][CH:9]1[CH2:10][CH:11]([NH:16][C:17]1[C:18]([NH2:24])=[CH:19][C:20]([F:23])=[CH:21][CH:22]=1)[CH2:12]2)[C:2]1[CH:7]=[CH:6][CH:5]=[CH:4][CH:3]=1.C(N(CC)CC)C.[CH:32]1([C:35](Cl)=[O:36])[CH2:34][CH2:33]1.C(OCC)(=O)C, predict the reaction product. The product is: [CH2:1]([N:8]1[CH:13]2[CH2:14][CH2:15][CH:9]1[CH2:10][CH:11]([NH:16][C:17]1[CH:22]=[CH:21][C:20]([F:23])=[CH:19][C:18]=1[NH:24][C:35]([CH:32]1[CH2:34][CH2:33]1)=[O:36])[CH2:12]2)[C:2]1[CH:7]=[CH:6][CH:5]=[CH:4][CH:3]=1. (3) Given the reactants [F:1][C:2]1[CH:7]=[CH:6][C:5]([CH3:8])=[CH:4][C:3]=1[O:9][CH2:10][C:11]([F:14])([F:13])[F:12].C1C(=O)N([Br:22])C(=O)C1.C(OOC(=O)C1C=CC=CC=1)(=O)C1C=CC=CC=1, predict the reaction product. The product is: [Br:22][CH2:8][C:5]1[CH:6]=[CH:7][C:2]([F:1])=[C:3]([O:9][CH2:10][C:11]([F:13])([F:12])[F:14])[CH:4]=1. (4) The product is: [Br:1][C:2]1[CH:3]=[C:4]2[C:13](=[CH:14][C:15]=1[F:16])[CH:12]1[CH2:11][CH:10]([CH2:17]1)[N:9]1[C:5]2=[N:6][C:7]([I:19])=[CH:8]1. Given the reactants [Br:1][C:2]1[CH:3]=[C:4]2[C:13](=[CH:14][C:15]=1[F:16])[CH:12]1[CH2:17][CH:10]([CH2:11]1)[N:9]1[C:5]2=[N:6][C:7]([I:19])=[C:8]1I.CC[Mg+].[Br-], predict the reaction product. (5) Given the reactants Br[C:2]1[CH:10]=[C:9]2[C:5]([CH2:6][N:7]([CH3:12])[C:8]2=[O:11])=[CH:4][CH:3]=1.[S:13]1[CH:17]=[CH:16][CH:15]=[C:14]1B(O)O, predict the reaction product. The product is: [CH3:12][N:7]1[CH2:6][C:5]2[C:9](=[CH:10][C:2]([C:14]3[S:13][CH:17]=[CH:16][CH:15]=3)=[CH:3][CH:4]=2)[C:8]1=[O:11]. (6) Given the reactants Cl[C:2]1[C:11]2[C:6](=[CH:7][C:8]([F:13])=[CH:9][C:10]=2[F:12])[N:5]=[C:4]([C:14]2[CH:15]=[N:16][CH:17]=[C:18]([S:20][CH3:21])[CH:19]=2)[C:3]=1[CH3:22].[O:23]1[CH2:28][CH2:27][N:26]([C:29]2[C:34]([NH2:35])=[CH:33][C:32]([N:36]3[CH2:41][CH2:40][O:39][CH2:38][CH2:37]3)=[CH:31][N:30]=2)[CH2:25][CH2:24]1.CC(C1C=C(C(C)C)C(C2C=CC=CC=2P(C2CCCCC2)C2CCCCC2)=C(C(C)C)C=1)C.CC(C)([O-])C.[Na+], predict the reaction product. The product is: [O:23]1[CH2:28][CH2:27][N:26]([C:29]2[C:34]([NH:35][C:2]3[C:11]4[C:6](=[CH:7][C:8]([F:13])=[CH:9][C:10]=4[F:12])[N:5]=[C:4]([C:14]4[CH:15]=[N:16][CH:17]=[C:18]([S:20][CH3:21])[CH:19]=4)[C:3]=3[CH3:22])=[CH:33][C:32]([N:36]3[CH2:37][CH2:38][O:39][CH2:40][CH2:41]3)=[CH:31][N:30]=2)[CH2:25][CH2:24]1.